Dataset: Reaction yield outcomes from USPTO patents with 853,638 reactions. Task: Predict the reaction yield, written as a fraction of the theoretical maximum amount of product (1.0 means a 100% yield; for example, 0.34 means a 34% yield). (1) The reactants are I[C:2]1[CH:10]=[CH:9][C:8]([CH3:11])=[C:7]2[C:3]=1[CH:4]=[N:5][NH:6]2.C([O-])(=O)C.[K+].[B:17]1([B:17]2[O:21][C:20]([CH3:23])([CH3:22])[C:19]([CH3:25])([CH3:24])[O:18]2)[O:21][C:20]([CH3:23])([CH3:22])[C:19]([CH3:25])([CH3:24])[O:18]1. The catalyst is CS(C)=O.[Pd](Cl)Cl.C1(P(C2C=CC=CC=2)[C-]2C=CC=C2)C=CC=CC=1.[C-]1(P(C2C=CC=CC=2)C2C=CC=CC=2)C=CC=C1.[Fe+2]. The product is [CH3:11][C:8]1[CH:9]=[CH:10][C:2]([B:17]2[O:21][C:20]([CH3:23])([CH3:22])[C:19]([CH3:25])([CH3:24])[O:18]2)=[C:3]2[C:7]=1[NH:6][N:5]=[CH:4]2. The yield is 0.790. (2) The reactants are [C:1]([C:4]1[CH:5]=[C:6]([NH:11][CH:12]([C:16]2[CH:21]=[CH:20][C:19]([O:22][CH3:23])=[C:18]([O:24][CH3:25])[CH:17]=2)[C:13]([OH:15])=[O:14])[CH:7]=[CH:8][C:9]=1F)(=[O:3])[NH2:2].NC1C=C2C(=CC=1)[C:33](=[O:37])[NH:32]NC2=O.COC1C=C(B(O)O)C=CC=1OC.O.C(O)(=O)C=O. No catalyst specified. The product is [CH3:25][O:24][C:18]1[CH:17]=[C:16]([CH:12]([NH:11][C:6]2[CH:5]=[C:4]3[C:9](=[CH:8][CH:7]=2)[C:33](=[O:37])[NH:32][NH:2][C:1]3=[O:3])[C:13]([OH:15])=[O:14])[CH:21]=[CH:20][C:19]=1[O:22][CH3:23]. The yield is 0.950. (3) The reactants are [NH2:1][C@H:2]([C:7]([OH:9])=[O:8])[CH2:3][C:4]([OH:6])=[O:5].Cl[C:11]([O:13][CH2:14][CH:15]=[CH2:16])=[O:12].[C:17](=O)(O)[O-].[Na+].[CH2:22]1[CH2:26]OC[CH2:23]1. The catalyst is O. The product is [C:22]([O:5][C:4](=[O:6])[CH2:3][CH:2]([NH:1][C:11]([O:13][CH2:14][CH:15]=[CH2:16])=[O:12])[C:7]([OH:9])=[O:8])([CH3:23])([CH3:26])[CH3:17]. The yield is 0.900. (4) No catalyst specified. The yield is 0.350. The reactants are [CH2:1]([NH:8][C:9]1[C:14]([C:15]([OH:17])=O)=[CH:13][N:12]=[C:11]([Cl:18])[C:10]=1[CH3:19])[C:2]1[CH:7]=[CH:6][CH:5]=[CH:4][CH:3]=1.Cl.[F:21][C:22]1[CH:27]=[CH:26][C:25]([CH:28]2[CH2:31][NH:30][CH2:29]2)=[CH:24][CH:23]=1. The product is [CH2:1]([NH:8][C:9]1[C:10]([CH3:19])=[C:11]([Cl:18])[N:12]=[CH:13][C:14]=1[C:15]([N:30]1[CH2:29][CH:28]([C:25]2[CH:26]=[CH:27][C:22]([F:21])=[CH:23][CH:24]=2)[CH2:31]1)=[O:17])[C:2]1[CH:3]=[CH:4][CH:5]=[CH:6][CH:7]=1. (5) The reactants are [NH2:1][C:2]1[N:7]([CH3:8])[C:6](=[O:9])[CH:5]=[C:4]([CH2:10][CH2:11][C:12]2[CH:13]=[C:14]([C:18]3[CH:23]=[CH:22][CH:21]=[C:20]([OH:24])[CH:19]=3)[CH:15]=[CH:16][CH:17]=2)[N:3]=1.C([O-])([O-])=O.[K+].[K+].[C:31]([O:34][CH2:35][CH2:36]Br)(=[O:33])[CH3:32]. The catalyst is CN(C=O)C. The product is [C:31]([O:34][CH2:35][CH2:36][O:24][C:20]1[CH:19]=[C:18]([C:14]2[CH:15]=[CH:16][CH:17]=[C:12]([CH2:11][CH2:10][C:4]3[N:3]=[C:2]([NH2:1])[N:7]([CH3:8])[C:6](=[O:9])[CH:5]=3)[CH:13]=2)[CH:23]=[CH:22][CH:21]=1)(=[O:33])[CH3:32]. The yield is 0.240.